This data is from Peptide-MHC class I binding affinity with 185,985 pairs from IEDB/IMGT. The task is: Regression. Given a peptide amino acid sequence and an MHC pseudo amino acid sequence, predict their binding affinity value. This is MHC class I binding data. The peptide sequence is VSTAPTGSW. The MHC is HLA-A30:02 with pseudo-sequence HLA-A30:02. The binding affinity (normalized) is 0.213.